Dataset: Catalyst prediction with 721,799 reactions and 888 catalyst types from USPTO. Task: Predict which catalyst facilitates the given reaction. (1) Reactant: [F-:1].[Cs+].[F:3][C:4]([F:20])([F:19])[C:5]([C:15]([F:18])([F:17])[F:16])=[C:6]([F:14])[C:7]([F:13])([F:12])[C:8]([F:11])([F:10])[F:9].F[C:22](F)(F)[C:23](F)=[C:24](F)C(F)(C(F)(F)F)C(F)(F)F.C(Br)C=C. Product: [F:14][C:6]([F:1])([C:7]([F:13])([F:12])[C:8]([F:11])([F:10])[F:9])[C:5]([CH2:24][CH:23]=[CH2:22])([C:15]([F:16])([F:17])[F:18])[C:4]([F:19])([F:20])[F:3]. The catalyst class is: 270. (2) Reactant: Cl[C:2]1[N:7]=[C:6]([O:8][C:9]2[C:18]3[C:13](=[CH:14][CH:15]=[CH:16][CH:17]=3)[C:12]([NH:19][C:20](=[O:26])[O:21][C:22]([CH3:25])([CH3:24])[CH3:23])=[CH:11][CH:10]=2)[CH:5]=[CH:4][N:3]=1.[CH:27]1([S:30]([C:33]2[CH:34]=[C:35]([CH:37]=[C:38]([O:40][CH3:41])[CH:39]=2)[NH2:36])(=[O:32])=[O:31])[CH2:29][CH2:28]1. Product: [CH:27]1([S:30]([C:33]2[CH:34]=[C:35]([NH:36][C:2]3[N:7]=[C:6]([O:8][C:9]4[C:18]5[C:13](=[CH:14][CH:15]=[CH:16][CH:17]=5)[C:12]([NH:19][C:20](=[O:26])[O:21][C:22]([CH3:25])([CH3:24])[CH3:23])=[CH:11][CH:10]=4)[CH:5]=[CH:4][N:3]=3)[CH:37]=[C:38]([O:40][CH3:41])[CH:39]=2)(=[O:31])=[O:32])[CH2:29][CH2:28]1. The catalyst class is: 1. (3) Product: [Cl:1][C:2]1[C:3]2[C:10]([F:12])=[CH:9][NH:8][C:4]=2[N:5]=[CH:6][N:7]=1. The catalyst class is: 751. Reactant: [Cl:1][C:2]1[N:7]=[CH:6][NH:5][C:4]2=[N:8][CH:9]=[CH:10][C:3]=12.[B-](F)(F)(F)[F:12].[B-](F)(F)(F)F.C1[N+]2(CCl)CC[N+](F)(CC2)C1.CC(O)=O.